This data is from Catalyst prediction with 721,799 reactions and 888 catalyst types from USPTO. The task is: Predict which catalyst facilitates the given reaction. (1) The catalyst class is: 537. Product: [C:29]1([CH3:30])[CH:31]=[CH:32][C:26]([S:23]([O:22][CH:11]([CH2:10][CH2:9][CH2:8][CH2:7][CH2:6][CH2:5][CH2:4][CH2:3][CH2:2][CH3:1])[CH2:12][CH2:13][CH2:14][CH2:15][CH2:16][CH2:17][CH2:18][CH2:19][CH2:20][CH3:21])(=[O:25])=[O:24])=[CH:27][CH:28]=1. Reactant: [CH3:1][CH2:2][CH2:3][CH2:4][CH2:5][CH2:6][CH2:7][CH2:8][CH2:9][CH2:10][CH:11]([OH:22])[CH2:12][CH2:13][CH2:14][CH2:15][CH2:16][CH2:17][CH2:18][CH2:19][CH2:20][CH3:21].[S:23](Cl)([C:26]1[CH:32]=[CH:31][C:29]([CH3:30])=[CH:28][CH:27]=1)(=[O:25])=[O:24]. (2) Reactant: FC(F)(F)C(=N[Si](C)(C)C)O[Si](C)(C)C.[NH2:16][CH2:17][C:18]1[C:19]([Cl:28])=[C:20]([C:24]([F:27])=[CH:25][CH:26]=1)[C:21]([OH:23])=[O:22].[C:29](Cl)([C:31]([CH3:34])([CH3:33])[CH3:32])=[O:30]. Product: [Cl:28][C:19]1[C:18]([CH2:17][NH:16][C:29]([C:31]([CH3:34])([CH3:33])[CH3:32])=[O:30])=[CH:26][CH:25]=[C:24]([F:27])[C:20]=1[C:21]([OH:23])=[O:22]. The catalyst class is: 1. (3) Reactant: [F:1][C:2]1[CH:9]=[CH:8][C:7]([C:10]2[S:11][CH:12]=[CH:13][N:14]=2)=[CH:6][C:3]=1[C:4]#[N:5].[Br:15]N1C(=O)CCC1=O.[OH-].[Na+]. Product: [Br:15][C:12]1[S:11][C:10]([C:7]2[CH:8]=[CH:9][C:2]([F:1])=[C:3]([CH:6]=2)[C:4]#[N:5])=[N:14][CH:13]=1. The catalyst class is: 3. (4) Reactant: Br[C:2]1[N:3]=[CH:4][C:5]([N:8]2[CH2:13][CH2:12][O:11][CH2:10][CH2:9]2)=[N:6][CH:7]=1.C([Li])CCC.[CH2:19]([Sn:23](Cl)([CH2:28][CH2:29][CH2:30][CH3:31])[CH2:24][CH2:25][CH2:26][CH3:27])[CH2:20][CH2:21][CH3:22]. Product: [CH2:28]([Sn:23]([CH2:19][CH2:20][CH2:21][CH3:22])([CH2:24][CH2:25][CH2:26][CH3:27])[C:2]1[N:3]=[CH:4][C:5]([N:8]2[CH2:13][CH2:12][O:11][CH2:10][CH2:9]2)=[N:6][CH:7]=1)[CH2:29][CH2:30][CH3:31]. The catalyst class is: 1.